Dataset: Forward reaction prediction with 1.9M reactions from USPTO patents (1976-2016). Task: Predict the product of the given reaction. Given the reactants [N:1]1[C:11]2[C:6](=[CH:7][CH:8]=[CH:9][CH:10]=2)[C:4]([CH3:5])=[CH:3][CH:2]=1.C(#N)C.[I:15][CH2:16][CH2:17][CH2:18][CH2:19][CH2:20][C:21]([OH:23])=[O:22], predict the reaction product. The product is: [I-:15].[C:21]([CH2:20][CH2:19][CH2:18][CH2:17][CH2:16][N+:1]1[C:11]2[C:6](=[CH:7][CH:8]=[CH:9][CH:10]=2)[C:4]([CH3:5])=[CH:3][CH:2]=1)([OH:23])=[O:22].